From a dataset of Full USPTO retrosynthesis dataset with 1.9M reactions from patents (1976-2016). Predict the reactants needed to synthesize the given product. (1) Given the product [N+:19]([C:6]1[C:5]([NH2:15])=[CH:4][C:9]2[CH2:10][CH2:11][CH2:12][CH2:13][CH2:14][C:8]=2[CH:7]=1)([O-:21])=[O:20], predict the reactants needed to synthesize it. The reactants are: [N+]([C:4]1[C:9]2[CH2:10][CH2:11][CH2:12][CH2:13][CH2:14][C:8]=2[CH:7]=[CH:6][C:5]=1[NH:15]C(=O)C)([O-])=O.[N+:19](C1C2CCCCCC=2C=C(NC(=O)C)C=1)([O-:21])=[O:20].C(NC1C=CC=CC=1)(=O)C. (2) The reactants are: [Br:1][CH2:2][C:3]([CH3:7])=[CH:4][CH2:5]Br.[C:8]1([CH3:17])[CH:13]=[CH:12][C:11]([S:14]([O-:16])=[O:15])=[CH:10][CH:9]=1.[Na+]. Given the product [C:8]1([CH3:17])[CH:13]=[CH:12][C:11]([S:14]([CH2:5][CH:4]=[C:3]([CH3:7])[CH2:2][Br:1])(=[O:16])=[O:15])=[CH:10][CH:9]=1, predict the reactants needed to synthesize it. (3) Given the product [Cl:1][C:2]1[C:10]([F:11])=[CH:9][CH:8]=[CH:7][C:3]=1[C:4]([NH:27][CH2:26][C:16]1([C:19]2[CH:20]=[N:21][C:22]([F:25])=[CH:23][CH:24]=2)[CH2:17][CH2:18][C:13]([F:12])([F:28])[CH2:14][CH2:15]1)=[O:6], predict the reactants needed to synthesize it. The reactants are: [Cl:1][C:2]1[C:10]([F:11])=[CH:9][CH:8]=[CH:7][C:3]=1[C:4]([OH:6])=O.[F:12][C:13]1([F:28])[CH2:18][CH2:17][C:16]([CH2:26][NH2:27])([C:19]2[CH:20]=[N:21][C:22]([F:25])=[CH:23][CH:24]=2)[CH2:15][CH2:14]1. (4) Given the product [Cl:33][C:27]1[CH:28]=[C:29]([Cl:32])[CH:30]=[CH:31][C:26]=1[C:24]1[C:11]2=[N:12][C:13]3[C:14](=[C:15]([N:19]([CH2:22][CH3:23])[CH2:20][CH3:21])[CH:16]=[CH:17][CH:18]=3)[N:10]2[CH2:9][CH2:8][N:7]=1, predict the reactants needed to synthesize it. The reactants are: C(OC(=O)[NH:7][CH2:8][CH2:9][N:10]1[C:14]2[C:15]([N:19]([CH2:22][CH3:23])[CH2:20][CH3:21])=[CH:16][CH:17]=[CH:18][C:13]=2[N:12]=[C:11]1[C:24]([C:26]1[CH:31]=[CH:30][C:29]([Cl:32])=[CH:28][C:27]=1[Cl:33])=O)(C)(C)C.Cl. (5) Given the product [CH3:1][CH:2]([CH3:18])[CH2:3][C:5]1[C:13]2[C:8](=[CH:9][C:10]([C:14]([F:17])([F:15])[F:16])=[CH:11][CH:12]=2)[NH:7][CH:6]=1, predict the reactants needed to synthesize it. The reactants are: [CH3:1][CH:2]([CH3:18])[C:3]([C:5]1[C:13]2[C:8](=[CH:9][C:10]([C:14]([F:17])([F:16])[F:15])=[CH:11][CH:12]=2)[NH:7][CH:6]=1)=O.B.Cl.